From a dataset of Peptide-MHC class II binding affinity with 134,281 pairs from IEDB. Regression. Given a peptide amino acid sequence and an MHC pseudo amino acid sequence, predict their binding affinity value. This is MHC class II binding data. (1) The peptide sequence is YDKFLANVVTVLTGK. The MHC is DRB1_0802 with pseudo-sequence DRB1_0802. The binding affinity (normalized) is 0.647. (2) The peptide sequence is CDKFLANVSTVLTGK. The MHC is DRB1_0404 with pseudo-sequence DRB1_0404. The binding affinity (normalized) is 0.181. (3) The peptide sequence is DFLELLRYLAVELLP. The MHC is HLA-DQA10401-DQB10402 with pseudo-sequence HLA-DQA10401-DQB10402. The binding affinity (normalized) is 0.179.